Dataset: Full USPTO retrosynthesis dataset with 1.9M reactions from patents (1976-2016). Task: Predict the reactants needed to synthesize the given product. (1) Given the product [Br:23][C:10]1[C:5]2[O:4][CH2:3][C:2]([CH3:1])([CH3:22])[C:6]=2[C:7]([O:11][Si:12]([CH:16]([CH3:18])[CH3:17])([CH:13]([CH3:15])[CH3:14])[CH:19]([CH3:21])[CH3:20])=[CH:8][CH:9]=1, predict the reactants needed to synthesize it. The reactants are: [CH3:1][C:2]1([CH3:22])[C:6]2[C:7]([O:11][Si:12]([CH:19]([CH3:21])[CH3:20])([CH:16]([CH3:18])[CH3:17])[CH:13]([CH3:15])[CH3:14])=[CH:8][CH:9]=[CH:10][C:5]=2[O:4][CH2:3]1.[Br:23]N1C(=O)CCC1=O.C(Cl)(Cl)(Cl)Cl. (2) Given the product [CH2:1]1[C:9]2[C:4](=[CH:5][CH:6]=[CH:7][CH:8]=2)[CH2:3][CH:2]1[NH:10][C:30](=[O:31])[CH2:29][N:13]1[CH2:14][CH2:15][C:16]([C:17]2[CH:22]=[CH:21][CH:20]=[CH:19][CH:18]=2)([C:23]2[CH:28]=[CH:27][CH:26]=[CH:25][CH:24]=2)[C:12]1=[O:11], predict the reactants needed to synthesize it. The reactants are: [CH2:1]1[C:9]2[C:4](=[CH:5][CH:6]=[CH:7][CH:8]=2)[CH2:3][CH:2]1[NH2:10].[O:11]=[C:12]1[C:16]([C:23]2[CH:28]=[CH:27][CH:26]=[CH:25][CH:24]=2)([C:17]2[CH:22]=[CH:21][CH:20]=[CH:19][CH:18]=2)[CH2:15][CH2:14][N:13]1[CH2:29][C:30](O)=[O:31].Cl.C(N=C=NCCCN(C)C)C. (3) Given the product [NH2:13][C:12]1[CH:11]=[CH:10][C:5]([C:6]([O:8][CH3:9])=[O:7])=[CH:4][C:3]=1[O:2][CH3:1], predict the reactants needed to synthesize it. The reactants are: [CH3:1][O:2][C:3]1[CH:4]=[C:5]([CH:10]=[CH:11][C:12]=1[N+:13]([O-])=O)[C:6]([O:8][CH3:9])=[O:7].O. (4) Given the product [Cl:27][CH:21]([C:20](=[O:28])[CH2:19][CH2:35][C:34]1[CH:33]=[CH:32][CH:31]=[CH:39][CH:38]=1)[C:22]([O:24][CH2:25][CH3:26])=[O:23], predict the reactants needed to synthesize it. The reactants are: [Si](O[CH2:19][C:20](=[O:28])[CH:21]([Cl:27])[C:22]([O:24][CH2:25][CH3:26])=[O:23])(C(C)(C)C)(C1C=CC=CC=1)C1C=CC=CC=1.FC(F)(F)[C:31]1[CH:39]=[CH:38][C:34]([C:35](N)=S)=[CH:33][CH:32]=1.ClCCCl.O. (5) The reactants are: I[C:2]1[CH:3]=[C:4]([CH:8]=[CH:9][CH:10]=1)[C:5]([OH:7])=[O:6].[C:11]([O:15][CH2:16][CH3:17])(=[O:14])[CH:12]=[CH2:13].C(N(CC)CC)C.Cl. Given the product [CH2:16]([O:15][C:11](=[O:14])/[CH:12]=[CH:13]/[C:2]1[CH:3]=[C:4]([CH:8]=[CH:9][CH:10]=1)[C:5]([OH:7])=[O:6])[CH3:17], predict the reactants needed to synthesize it. (6) Given the product [CH3:1][N:2]1[C:10]2[CH2:9][CH2:8][CH2:7][CH:6]([C:11]([O:13][CH3:16])=[O:12])[C:5]=2[CH:4]=[N:3]1, predict the reactants needed to synthesize it. The reactants are: [CH3:1][N:2]1[C:10]2[CH2:9][CH2:8][CH:7]=[C:6]([C:11]([O-:13])=[O:12])[C:5]=2[CH:4]=[N:3]1.[BH4-].[Na+].[CH3:16]O. (7) Given the product [CH2:15]([O:18][C:7]1[C:6]([C:4]([O:3][CH2:1][CH3:2])=[O:5])=[CH:11][N:10]=[C:9]([S:12][CH3:13])[N:8]=1)[C:25]1[CH:24]=[CH:30][CH:29]=[CH:28][CH:27]=1, predict the reactants needed to synthesize it. The reactants are: [CH2:1]([O:3][C:4]([C:6]1[C:7](Cl)=[N:8][C:9]([S:12][CH3:13])=[N:10][CH:11]=1)=[O:5])[CH3:2].[C:15](=[O:18])([O-])O.[Na+].C(O[CH2:24][CH3:25])(=O)C.O1[CH2:30][CH2:29][CH2:28][CH2:27]1.